Dataset: Forward reaction prediction with 1.9M reactions from USPTO patents (1976-2016). Task: Predict the product of the given reaction. Given the reactants [C:1]([O:5][C:6](=[O:34])[CH2:7][CH:8]([NH:13][S:14]([C:17]1[CH:22]=[CH:21][C:20]([N+:23]([O-])=O)=[CH:19][C:18]=1[O:26]CC1C=CC=CC=1)(=[O:16])=[O:15])[C:9]([NH:11][CH3:12])=[O:10])([CH3:4])([CH3:3])[CH3:2].C1COCC1, predict the reaction product. The product is: [C:1]([O:5][C:6](=[O:34])[CH2:7][CH:8]([NH:13][S:14]([C:17]1[CH:22]=[CH:21][C:20]([NH2:23])=[CH:19][C:18]=1[OH:26])(=[O:15])=[O:16])[C:9]([NH:11][CH3:12])=[O:10])([CH3:4])([CH3:2])[CH3:3].